This data is from Full USPTO retrosynthesis dataset with 1.9M reactions from patents (1976-2016). The task is: Predict the reactants needed to synthesize the given product. Given the product [Cl:1][C:2]1[CH:7]=[C:6]([Cl:8])[CH:5]=[CH:4][C:3]=1[C:9]1[C:10]([N+:16]([O-:18])=[O:17])=[CH:11][CH:12]=[C:13]([NH:19][CH2:20][CH2:21][NH:22][C:23]2[CH:28]=[CH:27][C:26]([C:29]#[N:30])=[CH:25][N:24]=2)[CH:14]=1, predict the reactants needed to synthesize it. The reactants are: [Cl:1][C:2]1[CH:7]=[C:6]([Cl:8])[CH:5]=[CH:4][C:3]=1[C:9]1[CH:14]=[C:13](F)[CH:12]=[CH:11][C:10]=1[N+:16]([O-:18])=[O:17].[NH2:19][CH2:20][CH2:21][NH:22][C:23]1[CH:28]=[CH:27][C:26]([C:29]#[N:30])=[CH:25][N:24]=1.C(N(CC)C(C)C)(C)C.